From a dataset of Forward reaction prediction with 1.9M reactions from USPTO patents (1976-2016). Predict the product of the given reaction. (1) The product is: [CH:12]1([CH2:15][N:16]([CH2:39][CH:40]2[CH2:42][CH2:41]2)[C:17]2[C:18]([S:36]([CH3:38])(=[O:9])=[O:37])=[N:19][N:20]3[C:25]([C:26]4[C:31]([CH3:32])=[CH:30][C:29]([CH3:33])=[CH:28][C:27]=4[O:34][CH3:35])=[CH:24][CH:23]=[CH:22][C:21]=23)[CH2:13][CH2:14]1. Given the reactants ClC1C=CC=C(C(OO)=[O:9])C=1.[CH:12]1([CH2:15][N:16]([CH2:39][CH:40]2[CH2:42][CH2:41]2)[C:17]2[C:18]([S:36]([CH3:38])=[O:37])=[N:19][N:20]3[C:25]([C:26]4[C:31]([CH3:32])=[CH:30][C:29]([CH3:33])=[CH:28][C:27]=4[O:34][CH3:35])=[CH:24][CH:23]=[CH:22][C:21]=23)[CH2:14][CH2:13]1.O.C(OCC)(=O)C, predict the reaction product. (2) Given the reactants BrC1C=C(OC)C=C(OC)C=1.O1C2C=CC(C(C3C=C(OC)C=C(OC)C=3)=CC#N)=CC=2OC1.O1C2C=CC(C=O)=CC=2OC1.C([Li])CCC.[O:51]1[C:56]2[CH:57]=[CH:58][C:59]([CH:61]([C:63]3[CH:68]=[C:67]([O:69][CH3:70])[CH:66]=[C:65]([O:71][CH3:72])[CH:64]=3)[OH:62])=[CH:60][C:55]=2[O:54][CH2:53]C1, predict the reaction product. The product is: [O:51]1[C:56]2[CH:57]=[CH:58][C:59]([CH:61]([C:63]3[CH:68]=[C:67]([O:69][CH3:70])[CH:66]=[C:65]([O:71][CH3:72])[CH:64]=3)[OH:62])=[CH:60][C:55]=2[O:54][CH2:53]1. (3) Given the reactants [H-].[Na+].[Br:3][C:4]1[CH:5]=[CH:6][C:7]2[C:12](=[O:13])[O:11][C:10](=[O:14])[NH:9][C:8]=2[CH:15]=1.I[CH2:17][CH3:18], predict the reaction product. The product is: [Br:3][C:4]1[CH:5]=[CH:6][C:7]2[C:12](=[O:13])[O:11][C:10](=[O:14])[N:9]([CH2:17][CH3:18])[C:8]=2[CH:15]=1. (4) Given the reactants [F:1][C:2]([F:31])([F:30])[C:3]1[CH:4]=[C:5]([C@H:13]([O:15][C@@H:16]2[C@@H:21]([C:22]3[CH:27]=[CH:26][CH:25]=[CH:24][CH:23]=3)[C@H:20]([CH:28]=O)[CH2:19][CH2:18][O:17]2)[CH3:14])[CH:6]=[C:7]([C:9]([F:12])([F:11])[F:10])[CH:8]=1.[NH:32]1[CH2:37][CH2:36][NH:35][CH2:34][C:33]1=[O:38], predict the reaction product. The product is: [F:11][C:9]([F:10])([F:12])[C:7]1[CH:6]=[C:5]([C@H:13]([O:15][C@@H:16]2[C@@H:21]([C:22]3[CH:23]=[CH:24][CH:25]=[CH:26][CH:27]=3)[C@H:20]([CH2:28][N:35]3[CH2:36][CH2:37][NH:32][C:33](=[O:38])[CH2:34]3)[CH2:19][CH2:18][O:17]2)[CH3:14])[CH:4]=[C:3]([C:2]([F:31])([F:30])[F:1])[CH:8]=1. (5) Given the reactants [F:1][C:2]([F:12])([F:11])[CH:3]([CH3:10])[CH2:4][C@@H:5]([C:7]([OH:9])=[O:8])[NH2:6].Cl[C:14]([O:16][CH2:17][C:18]1[CH:23]=[CH:22][CH:21]=[CH:20][CH:19]=1)=[O:15].[OH-].[Na+], predict the reaction product. The product is: [CH2:17]([O:16][C:14]([NH:6][C@H:5]([C:7]([OH:9])=[O:8])[CH2:4][CH:3]([C:2]([F:11])([F:12])[F:1])[CH3:10])=[O:15])[C:18]1[CH:23]=[CH:22][CH:21]=[CH:20][CH:19]=1. (6) Given the reactants [N:1]1[CH:5]=[CH:4][C:3](=[O:6])[N:2]=1.C1O[C:17]2[CH:16]=[C:15]3[C:11]([C:12]([CH:20]=O)=[CH:13][N:14]3[CH3:19])=[CH:10][C:9]=2O1.[NH:22]1[CH2:27][CH2:26][CH2:25][CH2:24][CH2:23]1, predict the reaction product. The product is: [CH3:19][N:14]1[C:15]2[C:11](=[C:10]([C:9]3[CH:10]=[CH:11][CH:15]=[CH:16][CH:17]=3)[CH:9]=[CH:17][CH:16]=2)[C:12]([CH:20]=[C:4]2[C:3](=[O:6])[NH:2][N:1]=[C:5]2[C:23]2[CH:24]=[CH:25][C:26]3[CH:19]=[N:14][CH:13]=[CH:12][C:27]=3[N:22]=2)=[CH:13]1. (7) Given the reactants Cl[C:2]1[CH:7]=[C:6]([CH3:8])[N:5]=[C:4]([NH:9][C:10]2[CH:15]=[CH:14][C:13]([N:16]3[CH:20]=[C:19]([CH3:21])[N:18]=[CH:17]3)=[C:12]([O:22][CH3:23])[CH:11]=2)[N:3]=1.[CH:24]1([NH2:30])[CH2:29][CH2:28][CH2:27][CH2:26][CH2:25]1, predict the reaction product. The product is: [CH:24]1([NH:30][C:2]2[CH:7]=[C:6]([CH3:8])[N:5]=[C:4]([NH:9][C:10]3[CH:15]=[CH:14][C:13]([N:16]4[CH:20]=[C:19]([CH3:21])[N:18]=[CH:17]4)=[C:12]([O:22][CH3:23])[CH:11]=3)[N:3]=2)[CH2:29][CH2:28][CH2:27][CH2:26][CH2:25]1.